This data is from Full USPTO retrosynthesis dataset with 1.9M reactions from patents (1976-2016). The task is: Predict the reactants needed to synthesize the given product. (1) Given the product [F:1][C:2]1[CH:22]=[CH:21][CH:20]=[CH:19][C:3]=1[CH2:4][O:5][C:6]1[C:7]2[N:8]([CH:15]=[C:16]([CH3:18])[N:17]=2)[CH:9]=[C:10]([C:12]([O:14][CH2:28][CH3:29])=[O:13])[CH:11]=1, predict the reactants needed to synthesize it. The reactants are: [F:1][C:2]1[CH:22]=[CH:21][CH:20]=[CH:19][C:3]=1[CH2:4][O:5][C:6]1[C:7]2[N:8]([CH:15]=[C:16]([CH3:18])[N:17]=2)[CH:9]=[C:10]([C:12]([OH:14])=[O:13])[CH:11]=1.S(=O)(=O)(O)O.[CH2:28](O)[CH3:29]. (2) Given the product [Cl:20][S:21]([C:7]1[CH:6]=[CH:5][C:4]2[NH:3][C:2](=[O:1])[C:11]3[NH:12][CH:13]=[C:14]([C:17]([OH:19])=[O:18])[C:10]=3[C:9]=2[CH:8]=1)(=[O:23])=[O:22], predict the reactants needed to synthesize it. The reactants are: [O:1]=[C:2]1[C:11]2[NH:12][CH:13]=[CH:14][C:10]=2[C:9]2[CH:8]=[CH:7][CH:6]=[CH:5][C:4]=2[NH:3]1.C([C:17]([O-:19])=[O:18])C.[Cl:20][S:21](O)(=[O:23])=[O:22]. (3) The reactants are: NC1C2CCOC=2C=CC=1.[CH2:11]([O:13][C:14]1[CH:23]=[C:22]([O:24][CH:25]2[CH2:42][CH:41]3[CH:27]([C:28](=[O:48])[N:29]([CH3:47])[CH2:30][CH2:31][CH2:32][CH2:33][CH:34]=[CH:35][CH:36]4[C:38]([C:44]([OH:46])=[O:45])([NH:39][C:40]3=[O:43])[CH2:37]4)[CH2:26]2)[C:21]2[C:16](=[C:17]([CH3:51])[C:18]([O:49][CH3:50])=[CH:19][CH:20]=2)[N:15]=1)[CH3:12]. Given the product [CH2:11]([O:13][C:14]1[CH:23]=[C:22]([O:24][CH:25]2[CH2:42][CH:41]3[CH:27]([C:28](=[O:48])[N:29]([CH3:47])[CH2:30][CH2:31][CH2:32][CH2:33][CH:34]=[CH:35][CH:36]4[C:38]([C:44]([OH:46])=[O:45])([NH:39][C:40]3=[O:43])[CH2:37]4)[CH2:26]2)[C:21]2[C:16](=[C:17]3[CH2:51][CH2:50][O:49][C:18]3=[CH:19][CH:20]=2)[N:15]=1)[CH3:12], predict the reactants needed to synthesize it.